This data is from Full USPTO retrosynthesis dataset with 1.9M reactions from patents (1976-2016). The task is: Predict the reactants needed to synthesize the given product. Given the product [Br:1][C:2]1[S:3][C:4]([N+:7]([O-:9])=[O:8])=[C:5]([CH:10]([Cl:12])[Cl:11])[CH:6]=1, predict the reactants needed to synthesize it. The reactants are: [Br:1][C:2]1[S:3][C:4]([N+:7]([O-:9])=[O:8])=[CH:5][CH:6]=1.[CH:10](Cl)([Cl:12])[Cl:11].CC(C)([O-])C.[K+].Cl.